This data is from Forward reaction prediction with 1.9M reactions from USPTO patents (1976-2016). The task is: Predict the product of the given reaction. (1) Given the reactants [H-].[Na+].[NH:3]1[C:11]2[C:6](=[CH:7][CH:8]=[CH:9][CH:10]=2)[CH:5]=[CH:4]1.[CH3:12][O:13][C:14](=[O:17])[CH2:15]Br.O, predict the reaction product. The product is: [CH3:12][O:13][C:14](=[O:17])[CH2:15][N:3]1[C:11]2[C:6](=[CH:7][CH:8]=[CH:9][CH:10]=2)[CH:5]=[CH:4]1. (2) Given the reactants [CH3:1][CH2:2][C:3](=O)[CH2:4][CH3:5].[CH2:7]([NH2:10])[CH:8]=[CH2:9].[BH-](OC(C)=O)(OC(C)=O)OC(C)=O.[Na+], predict the reaction product. The product is: [CH2:7]([NH:10][CH:3]([CH2:4][CH3:5])[CH2:2][CH3:1])[CH:8]=[CH2:9]. (3) Given the reactants [C:1]([O:5][C:6]([N:8]([CH2:10][C:11]([OH:13])=O)[CH3:9])=[O:7])([CH3:4])([CH3:3])[CH3:2].C(N(CC)CC)C.ClC(OCC(C)C)=O.Cl.[CH2:30]([O:37][C:38]([NH:40][NH:41][CH3:42])=[O:39])[C:31]1[CH:36]=[CH:35][CH:34]=[CH:33][CH:32]=1, predict the reaction product. The product is: [CH2:30]([O:37][C:38]([NH:40][N:41]([C:11](=[O:13])[CH2:10][N:8]([C:6]([O:5][C:1]([CH3:2])([CH3:3])[CH3:4])=[O:7])[CH3:9])[CH3:42])=[O:39])[C:31]1[CH:36]=[CH:35][CH:34]=[CH:33][CH:32]=1. (4) Given the reactants [CH3:1][CH:2]([CH3:16])[CH2:3][C:4]([C:6]1[O:7][C:8]2[CH:15]=[CH:14][CH:13]=[CH:12][C:9]=2[C:10]=1[CH3:11])=O.[NH2:17][C:18]1[CH:27]=[CH:26][C:21]([C:22]([O:24][CH3:25])=[O:23])=[CH:20][CH:19]=1.C(=O)([O-])O.[Na+].C([BH3-])#N.[Na+], predict the reaction product. The product is: [CH3:1][CH:2]([CH3:16])[CH2:3][CH:4]([NH:17][C:18]1[CH:19]=[CH:20][C:21]([C:22]([O:24][CH3:25])=[O:23])=[CH:26][CH:27]=1)[C:6]1[O:7][C:8]2[CH:15]=[CH:14][CH:13]=[CH:12][C:9]=2[C:10]=1[CH3:11]. (5) Given the reactants [F:1][C:2]1[CH:7]=[C:6]([OH:8])[CH:5]=[CH:4][C:3]=1[C:9]1[CH:14]=[CH:13][CH:12]=[CH:11][CH:10]=1.[P:15](Cl)(Cl)(Cl)=[O:16].Cl.[CH:21]([O:24][C:25](=[O:29])[C@H:26]([CH3:28])[NH2:27])([CH3:23])[CH3:22].FC1C(O)=C(F)C(F)=C(F)C=1F.[F:42][C@:43]1([CH3:59])[C@H:47]([OH:48])[C@@H:46]([CH2:49][OH:50])[O:45][C@H:44]1[N:51]1[CH:58]=[CH:57][C:55](=[O:56])[NH:54][C:52]1=[O:53], predict the reaction product. The product is: [CH:21]([O:24][C:25](=[O:29])[C@@H:26]([NH:27][P:15]([O:8][C:6]1[CH:5]=[CH:4][C:3]([C:9]2[CH:14]=[CH:13][CH:12]=[CH:11][CH:10]=2)=[C:2]([F:1])[CH:7]=1)([O:50][CH2:49][C@@H:46]1[C@@H:47]([OH:48])[C@:43]([F:42])([CH3:59])[C@H:44]([N:51]2[CH:58]=[CH:57][C:55](=[O:56])[NH:54][C:52]2=[O:53])[O:45]1)=[O:16])[CH3:28])([CH3:23])[CH3:22].